Dataset: Full USPTO retrosynthesis dataset with 1.9M reactions from patents (1976-2016). Task: Predict the reactants needed to synthesize the given product. (1) Given the product [CH3:4][C:5]1[CH:12]=[C:11]([CH3:13])[CH:10]=[C:9]([CH3:14])[C:6]=1[N:2]([CH3:3])[CH3:1], predict the reactants needed to synthesize it. The reactants are: [CH3:1][NH:2][CH3:3].[CH3:4][C:5]1[CH:12]=[C:11]([CH3:13])[CH:10]=[C:9]([CH3:14])[C:6]=1CCl. (2) The reactants are: [OH-:1].[Na+].O.[Cl:4][C:5]1[C:13]2[C:8](=[CH:9][CH:10]=[CH:11][CH:12]=2)[N:7]([C:14]2[C:15](=[O:31])[N:16]([CH3:30])[N:17]=[CH:18][C:19]=2N2C3C(=CC=CC=3)C(Cl)=N2)[N:6]=1. Given the product [Cl:4][C:5]1[C:13]2[C:8](=[CH:9][CH:10]=[CH:11][CH:12]=2)[N:7]([CH:14]2[C:19](=[O:1])[CH:18]=[N:17][N:16]([CH3:30])[C:15]2=[O:31])[N:6]=1, predict the reactants needed to synthesize it. (3) Given the product [CH3:4][C:2]([CH3:1])([CH3:3])[CH:5]=[N:15][NH:14][C:12](=[O:13])[C:11]1[CH:16]=[CH:17][CH:18]=[C:9]([O:8][CH3:7])[C:10]=1[CH3:19], predict the reactants needed to synthesize it. The reactants are: [CH3:1][C:2]([CH:5]=O)([CH3:4])[CH3:3].[CH3:7][O:8][C:9]1[C:10]([CH3:19])=[C:11]([CH:16]=[CH:17][CH:18]=1)[C:12]([NH:14][NH2:15])=[O:13]. (4) Given the product [N:41]([C:17](=[O:19])[CH:16]=[C:15]([C:11]1[CH:12]=[CH:13][CH:14]=[C:9]([N:8]([CH2:1][C:2]2[CH:7]=[CH:6][CH:5]=[CH:4][CH:3]=2)[CH2:21][C:22]2[CH:27]=[CH:26][CH:25]=[CH:24][CH:23]=2)[CH:10]=1)[CH3:20])=[N+:42]=[N-:43], predict the reactants needed to synthesize it. The reactants are: [CH2:1]([N:8]([CH2:21][C:22]1[CH:27]=[CH:26][CH:25]=[CH:24][CH:23]=1)[C:9]1[CH:10]=[C:11]([C:15]([CH3:20])=[CH:16][C:17]([OH:19])=O)[CH:12]=[CH:13][CH:14]=1)[C:2]1[CH:7]=[CH:6][CH:5]=[CH:4][CH:3]=1.C(N(CC)CC)C.C(OC(Cl)=O)C.[N-:41]=[N+:42]=[N-:43].[Na+]. (5) Given the product [CH:1]1([CH:4]([C:11]2[CH:16]=[C:15]([O:17][CH2:18][C:19]3[CH:20]=[N:21][C:22]([C:32]4[CH:37]=[C:36]([O:38][CH3:39])[CH:35]=[CH:34][C:33]=4[F:40])=[C:23]([O:25][CH2:26][CH2:27][C:28]([F:30])([F:29])[F:31])[CH:24]=3)[N:14]=[CH:13][N:12]=2)[CH2:5][C:6]([OH:8])=[O:7])[CH2:3][CH2:2]1, predict the reactants needed to synthesize it. The reactants are: [CH:1]1([CH:4]([C:11]2[CH:16]=[C:15]([O:17][CH2:18][C:19]3[CH:20]=[N:21][C:22]([C:32]4[CH:37]=[C:36]([O:38][CH3:39])[CH:35]=[CH:34][C:33]=4[F:40])=[C:23]([O:25][CH2:26][CH2:27][C:28]([F:31])([F:30])[F:29])[CH:24]=3)[N:14]=[CH:13][N:12]=2)[CH2:5][C:6]([O:8]CC)=[O:7])[CH2:3][CH2:2]1.[OH-].[Na+].Cl. (6) Given the product [OH:26][C:19]1[C:3]([C:4]#[N:5])=[C:2]([C:6]2[CH:11]=[CH:10][C:9]([O:12][C:13]3[CH:18]=[CH:17][CH:16]=[CH:15][CH:14]=3)=[CH:8][CH:7]=2)[NH:1][C:21](=[O:22])[CH:20]=1, predict the reactants needed to synthesize it. The reactants are: [NH2:1][C:2]([C:6]1[CH:11]=[CH:10][C:9]([O:12][C:13]2[CH:18]=[CH:17][CH:16]=[CH:15][CH:14]=2)=[CH:8][CH:7]=1)=[CH:3][C:4]#[N:5].[C:19](OCC)(=[O:26])[CH2:20][C:21](OCC)=[O:22]. (7) Given the product [NH2:1][C:2]1[N:7]=[C:6]([C:39]2[CH:40]=[CH:41][C:17]([Cl:16])=[C:18]([CH:38]=2)[C:19]([NH:21][C:22]2[N:26]([C:27]3[CH:32]=[CH:31][CH:30]=[CH:29][CH:28]=3)[N:25]=[C:24]([C:33]([O:35][CH2:36][CH3:37])=[O:34])[CH:23]=2)=[O:20])[CH:5]=[CH:4][CH:3]=1, predict the reactants needed to synthesize it. The reactants are: [NH2:1][C:2]1[N:7]=[C:6](Br)[CH:5]=[CH:4][CH:3]=1.C(=O)([O-])[O-].[Na+].[Na+].O.[Cl:16][C:17]1[CH:41]=[CH:40][C:39](B2OC(C)(C)C(C)(C)O2)=[CH:38][C:18]=1[C:19]([NH:21][C:22]1[N:26]([C:27]2[CH:32]=[CH:31][CH:30]=[CH:29][CH:28]=2)[N:25]=[C:24]([C:33]([O:35][CH2:36][CH3:37])=[O:34])[CH:23]=1)=[O:20]. (8) Given the product [F:1][C:2]1[CH:7]=[CH:6][C:5]([C:8]2[O:9][C:10]3[CH:20]=[C:19]([N:21]([CH3:26])[S:22]([CH3:25])(=[O:24])=[O:23])[C:18]([C:27]4[CH:28]=[CH:29][C:30]5[O:45][CH2:47][N:35]([C@@H:36]([C:38]6[CH:43]=[CH:42][C:41]([F:44])=[CH:40][CH:39]=6)[CH3:37])[C:33](=[O:34])[C:31]=5[N:32]=4)=[CH:17][C:11]=3[C:12]=2[C:13]([NH:14][CH3:15])=[O:16])=[CH:4][CH:3]=1, predict the reactants needed to synthesize it. The reactants are: [F:1][C:2]1[CH:7]=[CH:6][C:5]([C:8]2[O:9][C:10]3[CH:20]=[C:19]([N:21]([CH3:26])[S:22]([CH3:25])(=[O:24])=[O:23])[C:18]([C:27]4[N:32]=[C:31]([C:33]([NH:35][C@@H:36]([C:38]5[CH:43]=[CH:42][C:41]([F:44])=[CH:40][CH:39]=5)[CH3:37])=[O:34])[C:30]([OH:45])=[CH:29][CH:28]=4)=[CH:17][C:11]=3[C:12]=2[C:13](=[O:16])[NH:14][CH3:15])=[CH:4][CH:3]=1.O1COCO[CH2:47]1.OS(O)(=O)=O.S([O-])([O-])(=O)=O.[Na+].[Na+].[OH-].[Na+]. (9) The reactants are: [CH2:12]([Sn]([CH2:12][CH2:13][CH2:14][CH3:15])([CH2:12][CH2:13][CH2:14][CH3:15])C=C)[CH2:13][CH2:14][CH3:15].[Cl:16][C:17]1[N:18]=[N:19]C(Cl)=[CH:21][C:22]=1C.[F-].[K+].CC(OC)(C)C. Given the product [Cl:16][C:17]1[N:18]=[N:19][C:13]([CH:14]=[CH2:15])=[CH:12][C:22]=1[CH3:21], predict the reactants needed to synthesize it.